This data is from Forward reaction prediction with 1.9M reactions from USPTO patents (1976-2016). The task is: Predict the product of the given reaction. Given the reactants [C:1]([O:5][C:6]([NH:8][C:9]1[CH:14]=[CH:13][CH:12]=[CH:11][C:10]=1[NH:15][C:16](=[O:32])[C:17]1[CH:22]=[CH:21][C:20](B2OC(C)(C)C(C)(C)O2)=[CH:19][CH:18]=1)=[O:7])([CH3:4])([CH3:3])[CH3:2].[Cl:33][C:34]1[C:35](Cl)=[N:36][CH:37]=[C:38]([CH:42]=1)[C:39]([OH:41])=[O:40], predict the reaction product. The product is: [C:1]([O:5][C:6]([NH:8][C:9]1[CH:14]=[CH:13][CH:12]=[CH:11][C:10]=1[NH:15][C:16]([C:17]1[CH:18]=[CH:19][C:20]([C:35]2[C:34]([Cl:33])=[CH:42][C:38]([C:39]([OH:41])=[O:40])=[CH:37][N:36]=2)=[CH:21][CH:22]=1)=[O:32])=[O:7])([CH3:3])([CH3:2])[CH3:4].